This data is from Full USPTO retrosynthesis dataset with 1.9M reactions from patents (1976-2016). The task is: Predict the reactants needed to synthesize the given product. (1) Given the product [CH3:18][O:19][C:20]1[CH:21]=[C:22]2[C:27](=[CH:28][CH:29]=1)[N:26]=[CH:25][N:24]=[C:23]2[O:30][CH2:31][CH:32]1[CH2:37][CH2:36][CH:35]([NH:38][CH2:2][C:3]([NH:5][C:6]2[CH:11]=[CH:10][CH:9]=[CH:8][N:7]=2)=[O:4])[CH2:34][CH2:33]1, predict the reactants needed to synthesize it. The reactants are: Br[CH2:2][C:3]([NH:5][C:6]1[CH:11]=[CH:10][CH:9]=[CH:8][N:7]=1)=[O:4].C(=O)([O-])[O-].[K+].[K+].[CH3:18][O:19][C:20]1[CH:21]=[C:22]2[C:27](=[CH:28][CH:29]=1)[N:26]=[CH:25][N:24]=[C:23]2[O:30][CH2:31][CH:32]1[CH2:37][CH2:36][CH:35]([NH2:38])[CH2:34][CH2:33]1. (2) Given the product [O:23]1[C:32]2[CH:31]=[C:30]([CH2:33][NH:1][CH:2]3[CH2:3][CH2:4][N:5]([CH2:8][CH2:9][N:10]4[C:19]5[C:14](=[CH:15][CH:16]=[C:17]([O:20][CH3:21])[CH:18]=5)[N:13]=[CH:12][C:11]4=[O:22])[CH2:6][CH2:7]3)[N:29]=[CH:28][C:27]=2[O:26][CH2:25][CH2:24]1, predict the reactants needed to synthesize it. The reactants are: [NH2:1][CH:2]1[CH2:7][CH2:6][N:5]([CH2:8][CH2:9][N:10]2[C:19]3[C:14](=[CH:15][CH:16]=[C:17]([O:20][CH3:21])[CH:18]=3)[N:13]=[CH:12][C:11]2=[O:22])[CH2:4][CH2:3]1.[O:23]1[C:32]2[CH:31]=[C:30]([CH:33]=O)[N:29]=[CH:28][C:27]=2[O:26][CH2:25][CH2:24]1.C(O[BH-](OC(=O)C)OC(=O)C)(=O)C.[Na+].C(=O)([O-])O.[Na+]. (3) Given the product [Cl:26][C:27]1[CH:28]=[C:29]([N:37]2[CH2:38][CH2:39][N:40]([CH2:43][C:44]([C:46]3[CH:47]=[CH:48][CH:49]=[CH:50][CH:51]=3)=[O:45])[CH2:41][CH2:42]2)[CH:30]=[CH:31][C:32]=1[OH:33], predict the reactants needed to synthesize it. The reactants are: ClC1C=C(N2CCN(CCC3C=CC=CC=3)CC2)C=CC=1OCOC.[Cl:26][C:27]1[CH:28]=[C:29]([N:37]2[CH2:42][CH2:41][N:40]([CH2:43][C:44]([C:46]3[CH:51]=[CH:50][CH:49]=[CH:48][CH:47]=3)=[O:45])[CH2:39][CH2:38]2)[CH:30]=[CH:31][C:32]=1[O:33]COC. (4) Given the product [CH3:32][O:31][C:28]1[CH:29]=[CH:30][C:25]([C:24]2[N:23]=[C:10]([C:7]3[CH:8]=[C:9]4[C:4]([CH:3]=[CH:2][NH:1]4)=[CH:5][CH:6]=3)[O:12][N:33]=2)=[CH:26][CH:27]=1, predict the reactants needed to synthesize it. The reactants are: [NH:1]1[C:9]2[C:4](=[CH:5][CH:6]=[C:7]([C:10]([OH:12])=O)[CH:8]=2)[CH:3]=[CH:2]1.C(Cl)Cl.N1C=CC=CC=1.O[NH:23][C:24](=[NH:33])[C:25]1[CH:30]=[CH:29][C:28]([O:31][CH3:32])=[CH:27][CH:26]=1. (5) Given the product [CH2:28]([N:14]1[CH2:15][CH2:16][CH:11]([C:7]2[C:6]([F:17])=[C:5]([C:3](=[O:4])[C:2]([F:1])([F:18])[F:19])[CH:10]=[CH:9][CH:8]=2)[CH2:12][CH2:13]1)[CH:27]=[CH2:26], predict the reactants needed to synthesize it. The reactants are: [F:1][C:2]([F:19])([F:18])[C:3]([C:5]1[CH:10]=[CH:9][CH:8]=[C:7]([CH:11]2[CH2:16][CH2:15][NH:14][CH2:13][CH2:12]2)[C:6]=1[F:17])=[O:4].C(=O)([O-])[O-].[K+].[K+].[CH2:26](Br)[CH:27]=[CH2:28]. (6) Given the product [Cl:1][C:2]1[N:3]([CH2:21][C@:22]2([CH3:25])[CH2:24][O:23]2)[CH:4]=[C:5]([N+:7]([O-:9])=[O:8])[N:6]=1, predict the reactants needed to synthesize it. The reactants are: [Cl:1][C:2]1[NH:3][CH:4]=[C:5]([N+:7]([O-:9])=[O:8])[N:6]=1.CC1C=CC(S(O[CH2:21][C@@:22]2([CH3:25])[CH2:24][O:23]2)(=O)=O)=CC=1.C(OCC)(=O)C.C1CCN2C(=NCCC2)CC1. (7) Given the product [CH3:9][O:8][C:7]1[CH:6]=[CH:5][C:4]([C:10]2[CH:11]=[CH:12][C:13]([C:17]([O:19][C:20]([CH3:23])([CH3:22])[CH3:21])=[O:18])=[N:14][C:15]=2[CH3:16])=[CH:3][C:2]=1[B:27]1[O:28][C:29]([CH3:31])([CH3:30])[C:25]([CH3:41])([CH3:24])[O:26]1, predict the reactants needed to synthesize it. The reactants are: Br[C:2]1[CH:3]=[C:4]([C:10]2[CH:11]=[CH:12][C:13]([C:17]([O:19][C:20]([CH3:23])([CH3:22])[CH3:21])=[O:18])=[N:14][C:15]=2[CH3:16])[CH:5]=[CH:6][C:7]=1[O:8][CH3:9].[CH3:24][C:25]1([CH3:41])[C:29]([CH3:31])([CH3:30])[O:28][B:27]([B:27]2[O:28][C:29]([CH3:31])([CH3:30])[C:25]([CH3:41])([CH3:24])[O:26]2)[O:26]1.CC([O-])=O.[K+].C(Cl)Cl. (8) Given the product [F:24][C:20]1[CH:19]=[C:18]([CH:23]=[CH:22][CH:21]=1)[CH2:17][N:13]1[C:12]2[CH2:11][CH2:10][C@@H:9]([NH:25][C:26](=[O:30])[CH:27]([CH3:28])[CH3:29])[CH2:8][C:7]=2[C:6]2[C:14]1=[CH:15][CH:16]=[C:4]([C:1]1[O:3][N:34]=[CH:33][CH:2]=1)[CH:5]=2, predict the reactants needed to synthesize it. The reactants are: [C:1]([C:4]1[CH:5]=[C:6]2[C:14](=[CH:15][CH:16]=1)[N:13]([CH2:17][C:18]1[CH:23]=[CH:22][CH:21]=[C:20]([F:24])[CH:19]=1)[C:12]1[CH2:11][CH2:10][C@@H:9]([NH:25][C:26](=[O:30])[CH:27]([CH3:29])[CH3:28])[CH2:8][C:7]2=1)(=[O:3])[CH3:2].CO[CH:33](OC)[N:34](C)C.Cl.NO. (9) Given the product [CH2:1]([N:8]1[CH2:12][C@@H:11]([NH:13][CH2:14][C:15]2[CH:20]=[CH:19][C:18]([F:21])=[CH:17][C:16]=2[F:22])[CH2:10][C@H:9]1[C:30]([N:44]1[CH2:45][CH2:46][N:41]([C:36]2[CH:35]=[C:34]([Cl:33])[CH:39]=[C:38]([Cl:40])[CH:37]=2)[CH2:42][CH2:43]1)=[O:31])[C:2]1[CH:7]=[CH:6][CH:5]=[CH:4][CH:3]=1, predict the reactants needed to synthesize it. The reactants are: [CH2:1]([N:8]1[CH2:12][CH:11]([N:13](C(OC(C)(C)C)=O)[CH2:14][C:15]2[CH:20]=[CH:19][C:18]([F:21])=[CH:17][C:16]=2[F:22])[CH2:10][CH:9]1[C:30](O)=[O:31])[C:2]1[CH:7]=[CH:6][CH:5]=[CH:4][CH:3]=1.[Cl:33][C:34]1[CH:35]=[C:36]([N:41]2[CH2:46][CH2:45][NH:44][CH2:43][CH2:42]2)[CH:37]=[C:38]([Cl:40])[CH:39]=1.